From a dataset of Full USPTO retrosynthesis dataset with 1.9M reactions from patents (1976-2016). Predict the reactants needed to synthesize the given product. (1) Given the product [S:14]1[CH:15]=[CH:16][CH:17]=[C:13]1[C:9]1[CH:8]=[C:7]2[C:12](=[CH:11][CH:10]=1)[CH:4]([NH2:1])[CH2:5][CH2:6]2, predict the reactants needed to synthesize it. The reactants are: [N:1]([CH:4]1[C:12]2[C:7](=[CH:8][C:9]([C:13]3[S:14][CH:15]=[CH:16][CH:17]=3)=[CH:10][CH:11]=2)[CH2:6][CH2:5]1)=[N+]=[N-].O.O.[Sn](Cl)(Cl)(Cl)Cl. (2) Given the product [N:23]1([C:29]([N:31]2[CH2:36][CH:35]([C:37]3[CH:42]=[CH:41][C:40]([C:43]([F:46])([F:45])[F:44])=[CH:39][CH:38]=3)[CH2:34][CH:33]([C:47]3[S:10][C:51]([C:52]4[CH:57]=[CH:56][CH:55]=[CH:54][CH:53]=4)=[CH:50][N:49]=3)[CH2:32]2)=[O:30])[CH2:28][CH2:27][O:26][CH2:25][CH2:24]1, predict the reactants needed to synthesize it. The reactants are: COC1C=CC(P2(SP(C3C=CC(OC)=CC=3)(=S)S2)=[S:10])=CC=1.[N:23]1([C:29]([N:31]2[CH2:36][CH:35]([C:37]3[CH:42]=[CH:41][C:40]([C:43]([F:46])([F:45])[F:44])=[CH:39][CH:38]=3)[CH2:34][CH:33]([C:47]([NH:49][CH2:50][C:51](=O)[C:52]3[CH:57]=[CH:56][CH:55]=[CH:54][CH:53]=3)=O)[CH2:32]2)=[O:30])[CH2:28][CH2:27][O:26][CH2:25][CH2:24]1. (3) Given the product [CH2:6]([C:8]1([S:17]([C:20]2[CH:25]=[CH:24][CH:23]=[C:22]([C:26]([F:28])([F:29])[F:27])[CH:21]=2)(=[O:18])=[O:19])[CH2:13][CH2:12][O:11][CH:10]([C:14]#[N:16])[CH2:9]1)[CH3:7], predict the reactants needed to synthesize it. The reactants are: O=P(Cl)(Cl)Cl.[CH2:6]([C:8]1([S:17]([C:20]2[CH:25]=[CH:24][CH:23]=[C:22]([C:26]([F:29])([F:28])[F:27])[CH:21]=2)(=[O:19])=[O:18])[CH2:13][CH2:12][O:11][CH:10]([C:14]([NH2:16])=O)[CH2:9]1)[CH3:7]. (4) Given the product [F:1][C:2]1[C:11]([F:12])=[C:10]2[C:5]([CH2:6][CH2:7][CH:8]([CH2:13][CH2:14][CH2:15][CH2:16][CH3:17])[O:9]2)=[C:4]2[CH:18]=[C:19]([CH3:21])[O:20][C:3]=12, predict the reactants needed to synthesize it. The reactants are: [F:1][C:2]1[C:11]([F:12])=[C:10]2[C:5]([CH:6]=[CH:7][CH:8]([CH2:13][CH2:14][CH2:15][CH2:16][CH3:17])[O:9]2)=[C:4]2[CH:18]=[C:19]([CH3:21])[O:20][C:3]=12. (5) Given the product [CH:21]([O:34][CH:7]([CH3:6])[CH3:2])([CH3:22])[CH3:20].[NH2:1][C:2]1[CH:7]=[C:6]([F:8])[C:5]([Cl:9])=[CH:4][C:3]=1[NH-:10], predict the reactants needed to synthesize it. The reactants are: [NH2:1][C:2]1[CH:7]=[C:6]([F:8])[C:5]([Cl:9])=[CH:4][C:3]=1[NH2:10].C(N(CC)CC)C.C1C=[CH:20][C:21](=[O:34])[C:22]2C=1C(C(Cl)=O)=C1C=2C=CC=C1. (6) The reactants are: [CH3:1][O:2][C:3]1[CH:4]=[C:5](B(O)O)[CH:6]=[CH:7][CH:8]=1.[CH:12](=[O:17])/[CH:13]=[CH:14]/[CH2:15][CH3:16].CO.[OH-].[K+]. Given the product [CH3:1][O:2][C:3]1[CH:4]=[C:5]([C@H:14]([CH2:15][CH3:16])[CH2:13][CH:12]=[O:17])[CH:6]=[CH:7][CH:8]=1, predict the reactants needed to synthesize it. (7) Given the product [Br:18][CH:8]([C:10]1[CH:15]=[CH:14][C:13]([Cl:16])=[CH:12][CH:11]=1)[C:5]1[CH:6]=[CH:7][C:2]([Cl:1])=[CH:3][CH:4]=1, predict the reactants needed to synthesize it. The reactants are: [Cl:1][C:2]1[CH:7]=[CH:6][C:5]([CH:8]([C:10]2[CH:15]=[CH:14][C:13]([Cl:16])=[CH:12][CH:11]=2)O)=[CH:4][CH:3]=1.B(Br)(Br)[Br:18].O. (8) Given the product [NH2:19][C@@H:15]1[CH2:16][CH2:17][CH2:18][N:13]([C:6]2[N:5]([CH2:4][C:3]3[CH:2]=[CH:30][CH:29]=[C:28]([F:31])[CH:27]=3)[C:10](=[O:11])[C:9]([CH3:12])=[N:8][N:7]=2)[CH2:14]1, predict the reactants needed to synthesize it. The reactants are: Br[C:2]1[CH:30]=[CH:29][C:28]([F:31])=[CH:27][C:3]=1[CH2:4][N:5]1[C:10](=[O:11])[C:9]([CH3:12])=[N:8][N:7]=[C:6]1[N:13]1[CH2:18][CH2:17][CH2:16][C@@H:15]([NH:19]C(=O)OC(C)(C)C)[CH2:14]1.C(O)(C(F)(F)F)=O.C([O-])(O)=O.[Na+]. (9) Given the product [F:12][C:13]1[CH:18]=[C:17]([O:19][CH3:20])[CH:16]=[C:15]([F:21])[C:14]=1[C:2]1[N:7]=[C:6]([C:8]([OH:10])=[O:9])[C:5]([F:11])=[CH:4][CH:3]=1, predict the reactants needed to synthesize it. The reactants are: Br[C:2]1[N:7]=[C:6]([C:8]([OH:10])=[O:9])[C:5]([F:11])=[CH:4][CH:3]=1.[F:12][C:13]1[CH:18]=[C:17]([O:19][CH3:20])[CH:16]=[C:15]([F:21])[C:14]=1B(O)O. (10) Given the product [CH3:15][N:16]1[C:20]([C:21]([N:6]2[CH:7]([C:27]3[C:28]4[C:33](=[CH:32][CH:31]=[CH:30][CH:29]=4)[NH:25][CH:26]=3)[C:8]3[C:13](=[CH:12][CH:11]=[CH:10][CH:9]=3)[C:14]3[CH:1]=[CH:2][CH:3]=[CH:4][C:5]2=3)=[O:22])=[CH:19][C:18]([CH3:24])=[N:17]1, predict the reactants needed to synthesize it. The reactants are: [CH:1]1[C:14]2[C:5](=[N:6][CH:7]=[C:8]3[C:13]=2[CH:12]=[CH:11][CH:10]=[CH:9]3)[CH:4]=[CH:3][CH:2]=1.[CH3:15][N:16]1[C:20]([C:21](Cl)=[O:22])=[CH:19][C:18]([CH3:24])=[N:17]1.[NH:25]1[C:33]2[C:28](=[CH:29][CH:30]=[CH:31][CH:32]=2)[CH:27]=[CH:26]1.